The task is: Predict which catalyst facilitates the given reaction.. This data is from Catalyst prediction with 721,799 reactions and 888 catalyst types from USPTO. (1) Reactant: [Cl:1][C:2]1[CH:10]=[C:9]2[C:5]([C:6]([CH2:18][C:19]3[CH:24]=[CH:23][CH:22]=[C:21]([Cl:25])[CH:20]=3)([CH:12]3[CH2:17][CH2:16][CH2:15][NH:14][CH2:13]3)[C:7](=[O:11])[NH:8]2)=[CH:4][CH:3]=1.C(N(CC)CC)C.[CH3:33][O:34][C:35]1[CH:36]=[C:37]([N:41]=[C:42]=[O:43])[CH:38]=[CH:39][CH:40]=1. Product: [CH3:33][O:34][C:35]1[CH:36]=[C:37]([NH:41][C:42]([N:14]2[CH2:15][CH2:16][CH2:17][CH:12]([C:6]3([CH2:18][C:19]4[CH:24]=[CH:23][CH:22]=[C:21]([Cl:25])[CH:20]=4)[C:5]4[C:9](=[CH:10][C:2]([Cl:1])=[CH:3][CH:4]=4)[NH:8][C:7]3=[O:11])[CH2:13]2)=[O:43])[CH:38]=[CH:39][CH:40]=1. The catalyst class is: 4. (2) Reactant: N1C=CN=C1.[C:6]([Si:10]([C:18]1[CH:23]=[CH:22][CH:21]=[CH:20][CH:19]=1)([C:12]1[CH:17]=[CH:16][CH:15]=[CH:14][CH:13]=1)Cl)([CH3:9])([CH3:8])[CH3:7].Cl.[CH3:25][O:26][C:27](=[O:32])[CH:28]([CH2:30][OH:31])[NH2:29]. Product: [Si:10]([O:31][CH2:30][C@@H:28]([C:27]([O:26][CH3:25])=[O:32])[NH2:29])([C:6]([CH3:9])([CH3:8])[CH3:7])([C:18]1[CH:23]=[CH:22][CH:21]=[CH:20][CH:19]=1)[C:12]1[CH:17]=[CH:16][CH:15]=[CH:14][CH:13]=1. The catalyst class is: 9. (3) Reactant: [Cl-].[CH3:2][O:3]C[P+](C1C=CC=CC=1)(C1C=CC=CC=1)C1C=CC=CC=1.C[Si]([N-][Si](C)(C)C)(C)C.[K+].[CH3:34][O:35][C:36]12[CH2:42][C:39]([CH:43]=O)([CH2:40][CH2:41]1)[CH2:38][CH2:37]2.Cl. Product: [CH3:34][O:35][C:36]12[CH2:42][C:39]([CH2:43][CH:2]=[O:3])([CH2:38][CH2:37]1)[CH2:40][CH2:41]2. The catalyst class is: 182. (4) Reactant: C([Li])CCC.C(NC(C)C)(C)C.[Br:13][C:14]1[CH:19]=[CH:18][CH:17]=[CH:16][N:15]=1.[CH:20](=[O:22])[CH3:21]. Product: [Br:13][C:14]1[C:19]([CH:20]([OH:22])[CH3:21])=[CH:18][CH:17]=[CH:16][N:15]=1. The catalyst class is: 7. (5) Reactant: [Cl:1][C:2]1[CH:7]=[CH:6][C:5]([CH3:8])=[CH:4][C:3]=1[OH:9].CI.[C:12]([O-])([O-])=O.[K+].[K+]. Product: [Cl:1][C:2]1[CH:7]=[CH:6][C:5]([CH3:8])=[CH:4][C:3]=1[O:9][CH3:12]. The catalyst class is: 23. (6) Reactant: [C:1]([O:5][C:6]([NH:8][C@@H:9]([CH3:13])[C:10]([OH:12])=O)=[O:7])([CH3:4])([CH3:3])[CH3:2].CN(C(ON1N=NC2C=CC=CC1=2)=[N+](C)C)C.F[P-](F)(F)(F)(F)F.CCN(C(C)C)C(C)C.[NH2:47][CH2:48][CH2:49][O:50][CH2:51][CH2:52][O:53][CH2:54][CH2:55][P:56](=[O:63])([O:60][CH2:61][CH3:62])[O:57][CH2:58][CH3:59]. Product: [CH2:61]([O:60][P:56]([CH2:55][CH2:54][O:53][CH2:52][CH2:51][O:50][CH2:49][CH2:48][NH:47][C:10](=[O:12])[C@@H:9]([NH:8][C:6](=[O:7])[O:5][C:1]([CH3:2])([CH3:3])[CH3:4])[CH3:13])([O:57][CH2:58][CH3:59])=[O:63])[CH3:62]. The catalyst class is: 2. (7) Reactant: [OH:1][C:2]1[CH:9]=[CH:8][C:5]([CH2:6]O)=[CH:4][CH:3]=1.[N+:10]([CH:13]([CH3:15])[CH3:14])([O-:12])=[O:11].CC(C)([O-])C.[K+]. Product: [CH3:14][C:13]([N+:10]([O-:12])=[O:11])([CH3:15])[CH2:6][C:5]1[CH:8]=[CH:9][C:2]([OH:1])=[CH:3][CH:4]=1. The catalyst class is: 270.